From a dataset of NCI-60 drug combinations with 297,098 pairs across 59 cell lines. Regression. Given two drug SMILES strings and cell line genomic features, predict the synergy score measuring deviation from expected non-interaction effect. Drug 1: C1CC(=O)NC(=O)C1N2C(=O)C3=CC=CC=C3C2=O. Drug 2: C1C(C(OC1N2C=NC3=C2NC=NCC3O)CO)O. Cell line: OVCAR-5. Synergy scores: CSS=4.08, Synergy_ZIP=-1.67, Synergy_Bliss=-2.03, Synergy_Loewe=2.38, Synergy_HSA=-1.40.